From a dataset of Reaction yield outcomes from USPTO patents with 853,638 reactions. Predict the reaction yield, written as a fraction of the theoretical maximum amount of product (1.0 means a 100% yield; for example, 0.34 means a 34% yield). (1) The reactants are [SH:1][C:2]1[CH:10]=[C:9]([O:11][CH3:12])[CH:8]=[CH:7][C:3]=1[C:4]([OH:6])=O.[C:13]([C:15]1[CH:20]=[CH:19][CH:18]=[CH:17][N:16]=1)#[N:14]. The catalyst is N1C=CC=CC=1. The product is [CH3:12][O:11][C:9]1[CH:8]=[CH:7][C:3]2[C:4](=[O:6])[N:14]=[C:13]([C:15]3[CH:20]=[CH:19][CH:18]=[CH:17][N:16]=3)[S:1][C:2]=2[CH:10]=1. The yield is 0.470. (2) The reactants are [CH:1]1([C:4]([NH:6][C:7]2[N:8]=[C:9]3[CH:14]=[CH:13][C:12]([S:15][C:16]4[CH:24]=[CH:23][CH:22]=[CH:21][C:17]=4[C:18](O)=[O:19])=[N:11][N:10]3[CH:25]=2)=[O:5])[CH2:3][CH2:2]1.[F:26][C:27]([F:36])([F:35])[C:28]1[CH:34]=[CH:33][C:31]([NH2:32])=[CH:30][CH:29]=1.F[P-](F)(F)(F)(F)F.N1(OC(N(C)C)=[N+](C)C)C2N=CC=CC=2N=N1.C(N(CC)C(C)C)(C)C. The catalyst is CN(C)C=O. The product is [CH:1]1([C:4]([NH:6][C:7]2[N:8]=[C:9]3[CH:14]=[CH:13][C:12]([S:15][C:16]4[CH:24]=[CH:23][CH:22]=[CH:21][C:17]=4[C:18]([NH:32][C:31]4[CH:33]=[CH:34][C:28]([C:27]([F:26])([F:35])[F:36])=[CH:29][CH:30]=4)=[O:19])=[N:11][N:10]3[CH:25]=2)=[O:5])[CH2:2][CH2:3]1. The yield is 0.740. (3) The reactants are FC1C=CC([CH:8]2[CH2:13][CH2:12][N:11]([S:14]([CH3:17])(=[O:16])=[O:15])[CH2:10][CH2:9]2)=CC=1.[Cl:18][C:19]1[CH:20]=[CH:21][C:22]([O:25]C2CCNCC2)=[N:23][CH:24]=1.C(N(C(C)C)CC)(C)C.CS(Cl)(=O)=O. No catalyst specified. The product is [Cl:18][C:19]1[CH:20]=[CH:21][C:22]([O:25][CH:8]2[CH2:9][CH2:10][N:11]([S:14]([CH3:17])(=[O:15])=[O:16])[CH2:12][CH2:13]2)=[N:23][CH:24]=1. The yield is 0.740. (4) The reactants are [NH2:1][C:2]1[CH:10]=[CH:9][CH:8]=[CH:7][C:3]=1[C:4]([OH:6])=[O:5].C(=O)([O-])[O-].[K+].[K+].Cl[C:18]1[CH:23]=[CH:22][C:21]([Cl:24])=[CH:20][C:19]=1[N+:25]([O-:27])=[O:26]. The catalyst is [Cu](I)I.CN(C)C=O. The product is [Cl:24][C:21]1[CH:22]=[CH:23][C:18]([NH:1][C:2]2[CH:10]=[CH:9][CH:8]=[CH:7][C:3]=2[C:4]([OH:6])=[O:5])=[C:19]([N+:25]([O-:27])=[O:26])[CH:20]=1. The yield is 0.220. (5) The reactants are [Cl:1][C:2]1[C:7]([CH2:8][C:9]2[S:10][C:11]([C:14]3[O:15][CH:16]=[CH:17][CH:18]=3)=[CH:12][N:13]=2)=[CH:6][C:5]([C@H:19]2[C@H:24]([OH:25])[C@@H:23]([OH:26])[C@H:22]([OH:27])[C@@H:21]([CH2:28][OH:29])[O:20]2)=[C:4]([OH:30])[CH:3]=1.Br[CH2:32][CH2:33][O:34][CH3:35].C([O-])([O-])=O.[K+].[K+]. The catalyst is CC(C)=O. The product is [Cl:1][C:2]1[C:7]([CH2:8][C:9]2[S:10][C:11]([C:14]3[O:15][CH:16]=[CH:17][CH:18]=3)=[CH:12][N:13]=2)=[CH:6][C:5]([C@H:19]2[C@H:24]([OH:25])[C@@H:23]([OH:26])[C@H:22]([OH:27])[C@@H:21]([CH2:28][OH:29])[O:20]2)=[C:4]([O:30][CH2:32][CH2:33][O:34][CH3:35])[CH:3]=1. The yield is 0.190. (6) The reactants are [CH:1]1([N:4]([CH:18]2[CH2:23][CH2:22][N:21]([C:24](=[O:37])[C:25]3[CH:30]=[CH:29][CH:28]=[CH:27][C:26]=3[N:31]3[CH2:35][CH2:34][O:33]C3=O)[CH2:20][CH2:19]2)[S:5]([C:8]2[CH:13]=[CH:12][CH:11]=[C:10]([C:14]([F:17])([F:16])[F:15])[CH:9]=2)(=[O:7])=[O:6])[CH2:3][CH2:2]1.[OH-].[K+]. The catalyst is O. The product is [CH:1]1([N:4]([CH:18]2[CH2:23][CH2:22][N:21]([C:24](=[O:37])[C:25]3[CH:30]=[CH:29][CH:28]=[CH:27][C:26]=3[NH:31][CH2:35][CH2:34][OH:33])[CH2:20][CH2:19]2)[S:5]([C:8]2[CH:13]=[CH:12][CH:11]=[C:10]([C:14]([F:16])([F:17])[F:15])[CH:9]=2)(=[O:6])=[O:7])[CH2:3][CH2:2]1. The yield is 0.830. (7) The yield is 0.780. The reactants are [CH2:1]([O:3][C:4](=[O:28])[CH2:5][CH2:6][C:7]1[CH:12]=[CH:11][C:10]([O:13][C:14]2[CH:19]=[C:18]([CH3:20])[CH:17]=[C:16]([CH:21]([N:23]=[N+]=[N-])[CH3:22])[CH:15]=2)=[CH:9][C:8]=1[CH2:26][CH3:27])[CH3:2].C1(P(C2C=CC=CC=2)C2C=CC=CC=2)C=CC=CC=1. The catalyst is C1COCC1.O. The product is [CH2:1]([O:3][C:4](=[O:28])[CH2:5][CH2:6][C:7]1[CH:12]=[CH:11][C:10]([O:13][C:14]2[CH:19]=[C:18]([CH3:20])[CH:17]=[C:16]([CH:21]([NH2:23])[CH3:22])[CH:15]=2)=[CH:9][C:8]=1[CH2:26][CH3:27])[CH3:2].